This data is from Reaction yield outcomes from USPTO patents with 853,638 reactions. The task is: Predict the reaction yield, written as a fraction of the theoretical maximum amount of product (1.0 means a 100% yield; for example, 0.34 means a 34% yield). (1) The product is [OH:40][C:29]1[C:28](=[O:27])[N:24]([C:21]2[N:22]=[N:23][C:18]([N:12]3[CH2:17][CH2:16][O:15][CH2:14][CH2:13]3)=[CH:19][CH:20]=2)[CH:8]([C:7]2[CH:10]=[CH:11][C:4]([CH:1]([CH3:3])[CH3:2])=[CH:5][CH:6]=2)[C:30]=1[C:31](=[O:39])[C:32]1[CH:37]=[CH:36][C:35]([CH3:38])=[CH:34][CH:33]=1. No catalyst specified. The yield is 0.100. The reactants are [CH:1]([C:4]1[CH:11]=[CH:10][C:7]([CH:8]=O)=[CH:6][CH:5]=1)([CH3:3])[CH3:2].[N:12]1([C:18]2[N:23]=[N:22][C:21]([NH2:24])=[CH:20][CH:19]=2)[CH2:17][CH2:16][O:15][CH2:14][CH2:13]1.C([O:27][C:28](=O)[C:29]([OH:40])=[CH:30][C:31](=[O:39])[C:32]1[CH:37]=[CH:36][C:35]([CH3:38])=[CH:34][CH:33]=1)C. (2) The reactants are Cl[C:2]1[N:7]=[C:6]([NH2:8])[C:5]([N+:9]([O-:11])=[O:10])=[CH:4][CH:3]=1.C(N(CC)CC)C.[C:19]([C:21]1[CH:26]=[CH:25][C:24]([F:27])=[CH:23][C:22]=1[F:28])#[CH:20].C1(C)C=CC=CC=1. The catalyst is C(#N)C.C1C=CC(P(C2C=CC=CC=2)C2C=CC=CC=2)=CC=1.C1C=CC(P(C2C=CC=CC=2)C2C=CC=CC=2)=CC=1.Cl[Pd]Cl. The product is [F:28][C:22]1[CH:23]=[C:24]([F:27])[CH:25]=[CH:26][C:21]=1[C:19]#[C:20][C:2]1[N:7]=[C:6]([NH2:8])[C:5]([N+:9]([O-:11])=[O:10])=[CH:4][CH:3]=1. The yield is 0.830. (3) The reactants are [B:1](OC(C)C)([O:6]C(C)C)[O:2]C(C)C.Br[C:15]1[C:16]([CH:20]2[O:24]CCO2)=[CH:17][S:18][CH:19]=1.[Li]CCCC.Cl. The catalyst is C1(C)C=CC=CC=1.C1COCC1. The product is [CH:20]([C:16]1[C:15]([B:1]([OH:6])[OH:2])=[CH:19][S:18][CH:17]=1)=[O:24]. The yield is 0.950. (4) The reactants are [H-].[Na+].[F:3][C:4]1[CH:9]=[CH:8][C:7]([N:10]2[C:14]([CH2:15][OH:16])=[C:13]([CH3:17])[N:12]=[N:11]2)=[CH:6][CH:5]=1.[Cl:18][C:19]1[N:20]=[N:21][C:22](Cl)=[CH:23][CH:24]=1. The catalyst is C1COCC1. The product is [Cl:18][C:19]1[N:20]=[N:21][C:22]([O:16][CH2:15][C:14]2[N:10]([C:7]3[CH:6]=[CH:5][C:4]([F:3])=[CH:9][CH:8]=3)[N:11]=[N:12][C:13]=2[CH3:17])=[CH:23][CH:24]=1. The yield is 0.950. (5) The reactants are [Br:1][C:2]1[CH:3]=[C:4]([CH:8]=[CH:9][CH:10]=1)[C:5](Cl)=[O:6].C(N(CC)C(C)C)(C)C.[CH3:20][O:21][CH2:22][CH2:23][O:24][C:25]1[CH:31]=[CH:30][C:28]([NH2:29])=[CH:27][C:26]=1[C:32]1[N:33]([CH3:37])[N:34]=[CH:35][CH:36]=1. The yield is 0.960. The product is [Br:1][C:2]1[CH:3]=[C:4]([CH:8]=[CH:9][CH:10]=1)[C:5]([NH:29][C:28]1[CH:30]=[CH:31][C:25]([O:24][CH2:23][CH2:22][O:21][CH3:20])=[C:26]([C:32]2[N:33]([CH3:37])[N:34]=[CH:35][CH:36]=2)[CH:27]=1)=[O:6]. The catalyst is CN(C=O)C. (6) The reactants are [CH2:1]([O:3][C:4](=[O:27])[CH:5]([N:13]=C(C1C=CC=CC=1)C1C=CC=CC=1)[CH2:6][C:7]1([F:12])[CH2:11][CH2:10][CH2:9][CH2:8]1)[CH3:2].Cl.C(=O)(O)[O-].[Na+]. The catalyst is ClCCl. The product is [CH2:1]([O:3][C:4](=[O:27])[CH:5]([NH2:13])[CH2:6][C:7]1([F:12])[CH2:11][CH2:10][CH2:9][CH2:8]1)[CH3:2]. The yield is 0.750.